From a dataset of NCI-60 drug combinations with 297,098 pairs across 59 cell lines. Regression. Given two drug SMILES strings and cell line genomic features, predict the synergy score measuring deviation from expected non-interaction effect. (1) Drug 1: CC1=C2C(C(=O)C3(C(CC4C(C3C(C(C2(C)C)(CC1OC(=O)C(C(C5=CC=CC=C5)NC(=O)OC(C)(C)C)O)O)OC(=O)C6=CC=CC=C6)(CO4)OC(=O)C)OC)C)OC. Drug 2: C1CCC(CC1)NC(=O)N(CCCl)N=O. Cell line: A498. Synergy scores: CSS=46.8, Synergy_ZIP=5.86, Synergy_Bliss=6.60, Synergy_Loewe=2.66, Synergy_HSA=8.35. (2) Drug 1: CS(=O)(=O)C1=CC(=C(C=C1)C(=O)NC2=CC(=C(C=C2)Cl)C3=CC=CC=N3)Cl. Drug 2: CC1=C2C(C(=O)C3(C(CC4C(C3C(C(C2(C)C)(CC1OC(=O)C(C(C5=CC=CC=C5)NC(=O)C6=CC=CC=C6)O)O)OC(=O)C7=CC=CC=C7)(CO4)OC(=O)C)O)C)OC(=O)C. Cell line: SK-MEL-5. Synergy scores: CSS=40.3, Synergy_ZIP=11.4, Synergy_Bliss=11.5, Synergy_Loewe=-23.9, Synergy_HSA=8.67. (3) Drug 1: C1=CC(=CC=C1CCCC(=O)O)N(CCCl)CCCl. Drug 2: C1=NC2=C(N=C(N=C2N1C3C(C(C(O3)CO)O)O)F)N. Cell line: MOLT-4. Synergy scores: CSS=38.6, Synergy_ZIP=-4.18, Synergy_Bliss=-9.46, Synergy_Loewe=-13.5, Synergy_HSA=-8.38. (4) Drug 1: C1=CC(=CC=C1C#N)C(C2=CC=C(C=C2)C#N)N3C=NC=N3. Cell line: HL-60(TB). Drug 2: B(C(CC(C)C)NC(=O)C(CC1=CC=CC=C1)NC(=O)C2=NC=CN=C2)(O)O. Synergy scores: CSS=64.2, Synergy_ZIP=1.33, Synergy_Bliss=0.394, Synergy_Loewe=-23.7, Synergy_HSA=-1.24.